This data is from Catalyst prediction with 721,799 reactions and 888 catalyst types from USPTO. The task is: Predict which catalyst facilitates the given reaction. (1) Product: [C:18]([NH:17][CH2:16][CH2:15][NH:14][C:10](=[O:12])[CH2:9][N:8]([CH3:13])[C:6](=[O:7])[O:5][C:1]([CH3:2])([CH3:3])[CH3:4])(=[O:40])[CH2:19][CH2:20]/[CH:21]=[CH:22]\[CH2:23]/[CH:24]=[CH:25]\[CH2:26]/[CH:27]=[CH:28]\[CH2:29]/[CH:30]=[CH:31]\[CH2:32]/[CH:33]=[CH:34]\[CH2:35]/[CH:36]=[CH:37]\[CH2:38][CH3:39]. The catalyst class is: 2. Reactant: [C:1]([O:5][C:6]([N:8]([CH3:13])[CH2:9][C:10]([OH:12])=O)=[O:7])([CH3:4])([CH3:3])[CH3:2].[NH2:14][CH2:15][CH2:16][NH:17][C:18](=[O:40])[CH2:19][CH2:20]/[CH:21]=[CH:22]\[CH2:23]/[CH:24]=[CH:25]\[CH2:26]/[CH:27]=[CH:28]\[CH2:29]/[CH:30]=[CH:31]\[CH2:32]/[CH:33]=[CH:34]\[CH2:35]/[CH:36]=[CH:37]\[CH2:38][CH3:39].CN(C(ON1N=NC2C=CC=NC1=2)=[N+](C)C)C.F[P-](F)(F)(F)(F)F. (2) Reactant: [O:1]([C:13]1[C:17]([CH2:18][C:19]2[CH:24]=[CH:23][C:22](/[CH:25]=[CH:26]/[CH2:27][CH2:28][N:29]3[CH2:34][CH2:33][CH2:32][C:31]4([CH2:39][CH2:38][NH:37][CH2:36][CH2:35]4)[CH2:30]3)=[CH:21][C:20]=2[CH3:40])=[C:16]([CH:41]([CH3:43])[CH3:42])[NH:15][N:14]=1)[C@@H:2]1[O:10][C@H:9]([CH2:11][OH:12])[C@@H:7]([OH:8])[C@H:5]([OH:6])[C@H:3]1[OH:4].C(OCC)(=O)C. Product: [C:2]([OH:10])(=[O:1])[CH3:3].[O:1]([C:13]1[C:17]([CH2:18][C:19]2[CH:24]=[CH:23][C:22](/[CH:25]=[CH:26]/[CH2:27][CH2:28][N:29]3[CH2:34][CH2:33][CH2:32][C:31]4([CH2:35][CH2:36][NH:37][CH2:38][CH2:39]4)[CH2:30]3)=[CH:21][C:20]=2[CH3:40])=[C:16]([CH:41]([CH3:43])[CH3:42])[NH:15][N:14]=1)[C@@H:2]1[O:10][C@H:9]([CH2:11][OH:12])[C@@H:7]([OH:8])[C@H:5]([OH:6])[C@H:3]1[OH:4]. The catalyst class is: 6. (3) The catalyst class is: 2. Product: [F:16][C:17]([F:22])([F:21])[C:18]([OH:20])=[O:19].[NH:5]1[CH2:6][CH2:7][O:8][CH:3]([CH2:2][OH:1])[CH2:4]1. Reactant: [OH:1][CH2:2][CH:3]1[O:8][CH2:7][CH2:6][N:5](C(OC(C)(C)C)=O)[CH2:4]1.[F:16][C:17]([F:22])([F:21])[C:18]([OH:20])=[O:19].